This data is from Full USPTO retrosynthesis dataset with 1.9M reactions from patents (1976-2016). The task is: Predict the reactants needed to synthesize the given product. (1) The reactants are: C([O:3][C:4]([C:6]1[NH:7][C:8]2[C:13]([CH:14]=1)=[CH:12][C:11](Br)=[CH:10][CH:9]=2)=[O:5])C.[C:16]([C:20]1[CH:25]=[CH:24][C:23](B(O)O)=[CH:22][CH:21]=1)([CH3:19])([CH3:18])[CH3:17].[CH:29]([O:32][C:33]1[CH:38]=[CH:37][C:36](B(O)O)=[CH:35][CH:34]=1)([CH3:31])[CH3:30].Br[C:43]1[CH:48]=[CH:47][C:46]([CH3:49])=[C:45]([N+:50]([O-:52])=[O:51])[CH:44]=1. Given the product [C:16]([C:20]1[CH:25]=[CH:24][C:23]([C:11]2[CH:12]=[C:13]3[C:8](=[CH:9][CH:10]=2)[N:7]([C:43]2[CH:48]=[CH:47][C:46]([CH3:49])=[C:45]([N+:50]([O-:52])=[O:51])[CH:44]=2)[C:6]([C:4]([OH:3])=[O:5])=[C:14]3[C:36]2[CH:37]=[CH:38][C:33]([O:32][CH:29]([CH3:31])[CH3:30])=[CH:34][CH:35]=2)=[CH:22][CH:21]=1)([CH3:19])([CH3:18])[CH3:17], predict the reactants needed to synthesize it. (2) The reactants are: [Si:1]([O:18][CH2:19][CH2:20][N:21]([CH2:42][CH:43]([OH:65])[CH2:44]OC(C1C=CC=CC=1)(C1C=CC=CC=1)C1C=CC=CC=1)[CH2:22][CH2:23][O:24][Si:25]([C:38]([CH3:41])([CH3:40])[CH3:39])([C:32]1[CH:37]=[CH:36][CH:35]=[CH:34][CH:33]=1)[C:26]1[CH:31]=[CH:30][CH:29]=[CH:28][CH:27]=1)([C:14]([CH3:17])([CH3:16])[CH3:15])([C:8]1[CH:13]=[CH:12][CH:11]=[CH:10][CH:9]=1)[C:2]1[CH:7]=[CH:6][CH:5]=[CH:4][CH:3]=1.C(O)=[O:67].C([O-])(O)=O.[Na+]. Given the product [Si:25]([O:24][CH2:23][CH2:22][N:21]([CH:42]([OH:67])[CH:43]([OH:65])[CH3:44])[CH2:20][CH2:19][O:18][Si:1]([C:14]([CH3:15])([CH3:16])[CH3:17])([C:2]1[CH:3]=[CH:4][CH:5]=[CH:6][CH:7]=1)[C:8]1[CH:13]=[CH:12][CH:11]=[CH:10][CH:9]=1)([C:38]([CH3:41])([CH3:39])[CH3:40])([C:32]1[CH:37]=[CH:36][CH:35]=[CH:34][CH:33]=1)[C:26]1[CH:31]=[CH:30][CH:29]=[CH:28][CH:27]=1, predict the reactants needed to synthesize it.